This data is from Full USPTO retrosynthesis dataset with 1.9M reactions from patents (1976-2016). The task is: Predict the reactants needed to synthesize the given product. The reactants are: [Cl:1][C:2]1[CH:3]=[C:4]([N:8]2[C:12]([C:13]3[CH:18]=[CH:17][CH:16]=[C:15]([O:19][CH3:20])[CH:14]=3)=[CH:11][C:10]([C:21]([O:23]CC)=[O:22])=[N:9]2)[CH:5]=[CH:6][CH:7]=1.[OH-].[Li+]. Given the product [Cl:1][C:2]1[CH:3]=[C:4]([N:8]2[C:12]([C:13]3[CH:18]=[CH:17][CH:16]=[C:15]([O:19][CH3:20])[CH:14]=3)=[CH:11][C:10]([C:21]([OH:23])=[O:22])=[N:9]2)[CH:5]=[CH:6][CH:7]=1, predict the reactants needed to synthesize it.